From a dataset of NCI-60 drug combinations with 297,098 pairs across 59 cell lines. Regression. Given two drug SMILES strings and cell line genomic features, predict the synergy score measuring deviation from expected non-interaction effect. Drug 1: C1=CC(=CC=C1CC(C(=O)O)N)N(CCCl)CCCl.Cl. Drug 2: C(=O)(N)NO. Cell line: SF-295. Synergy scores: CSS=11.9, Synergy_ZIP=-6.27, Synergy_Bliss=-3.52, Synergy_Loewe=-5.12, Synergy_HSA=-2.46.